This data is from Retrosynthesis with 50K atom-mapped reactions and 10 reaction types from USPTO. The task is: Predict the reactants needed to synthesize the given product. (1) Given the product Nc1ccc(-n2c(=O)[nH]c3ccccc3c2=O)c(Br)c1, predict the reactants needed to synthesize it. The reactants are: O=c1[nH]c2ccccc2c(=O)n1-c1ccc([N+](=O)[O-])cc1Br. (2) Given the product O=C(Cn1ccc(OCc2ccccc2)cc1=O)c1ccc2c(c1)CN(C(=O)C(F)(F)F)CC2, predict the reactants needed to synthesize it. The reactants are: O=C(CCl)c1ccc2c(c1)CN(C(=O)C(F)(F)F)CC2.O=c1cc(OCc2ccccc2)cc[nH]1. (3) The reactants are: COc1ccc2cc(I)c(NC(=O)OC(C)(C)C)cc2c1.Cl. Given the product COc1ccc2cc(I)c([NH3+])cc2c1, predict the reactants needed to synthesize it. (4) Given the product COc1cc(-c2nc3sccn3c2-c2ccnc(N[C@@H]3CCCN(S(=O)(=O)c4ccc(Cl)cc4)C3)n2)ccc1F, predict the reactants needed to synthesize it. The reactants are: COc1cc(-c2nc3sccn3c2-c2ccnc(N[C@@H]3CCCNC3)n2)ccc1F.O=S(=O)(Cl)c1ccc(Cl)cc1. (5) Given the product COc1nc(N)ccc1-c1cnn(C(=O)OC(C)(C)C)c1, predict the reactants needed to synthesize it. The reactants are: CC(C)(C)OC(=O)n1cc(B2OC(C)(C)C(C)(C)O2)cn1.COc1nc(N)ccc1Br. (6) Given the product CCOC(=O)c1nn(Cc2ccc(-c3cscn3)nc2)c2ccccc2c1=O, predict the reactants needed to synthesize it. The reactants are: CCCC[Sn](CCCC)(CCCC)c1cscn1.CCOC(=O)c1nn(Cc2ccc(Br)nc2)c2ccccc2c1=O.